From a dataset of Full USPTO retrosynthesis dataset with 1.9M reactions from patents (1976-2016). Predict the reactants needed to synthesize the given product. (1) Given the product [CH3:30][N:28]([CH3:29])[C:24]1[CH:23]=[C:22]([CH:27]=[CH:26][CH:25]=1)[C:21]([NH:20][C:15]1[CH:16]=[CH:17][C:18]([CH3:19])=[C:13]([NH:12][C:7](=[O:8])[C:6]2[CH:10]=[CH:11][C:3]([CH2:2][Cl:1])=[CH:4][CH:5]=2)[CH:14]=1)=[O:31], predict the reactants needed to synthesize it. The reactants are: [Cl:1][CH2:2][C:3]1[CH:11]=[CH:10][C:6]([C:7](Cl)=[O:8])=[CH:5][CH:4]=1.[NH2:12][C:13]1[CH:14]=[C:15]([NH:20][C:21](=[O:31])[C:22]2[CH:27]=[CH:26][CH:25]=[C:24]([N:28]([CH3:30])[CH3:29])[CH:23]=2)[CH:16]=[CH:17][C:18]=1[CH3:19]. (2) Given the product [CH2:1]([C:8]1[CH:9]=[N:10][C:11]2[C:16]([C:17]=1[C:18]1[CH:19]=[C:20]([NH:24][CH2:33][C:32]3[CH:35]=[CH:36][C:37]([O:38][CH3:39])=[C:30]([OH:29])[CH:31]=3)[CH:21]=[CH:22][CH:23]=1)=[CH:15][CH:14]=[CH:13][C:12]=2[C:25]([F:28])([F:26])[F:27])[C:2]1[CH:3]=[CH:4][CH:5]=[CH:6][CH:7]=1, predict the reactants needed to synthesize it. The reactants are: [CH2:1]([C:8]1[CH:9]=[N:10][C:11]2[C:16]([C:17]=1[C:18]1[CH:19]=[C:20]([NH2:24])[CH:21]=[CH:22][CH:23]=1)=[CH:15][CH:14]=[CH:13][C:12]=2[C:25]([F:28])([F:27])[F:26])[C:2]1[CH:7]=[CH:6][CH:5]=[CH:4][CH:3]=1.[OH:29][C:30]1[CH:31]=[C:32]([CH:35]=[CH:36][C:37]=1[O:38][CH3:39])[CH:33]=O. (3) Given the product [CH2:1]([N:8]1[C:16]2[C:11](=[CH:12][CH:13]=[C:14]([Cl:17])[CH:15]=2)[C:10]([O:18][C:19]2[CH:20]=[C:21]([CH2:25][C:28]#[N:31])[CH:22]=[CH:23][CH:24]=2)=[C:9]1[CH3:27])[C:2]1[CH:7]=[CH:6][CH:5]=[CH:4][CH:3]=1, predict the reactants needed to synthesize it. The reactants are: [CH2:1]([N:8]1[C:16]2[C:11](=[CH:12][CH:13]=[C:14]([Cl:17])[CH:15]=2)[C:10]([O:18][C:19]2[CH:20]=[C:21]([CH2:25]O)[CH:22]=[CH:23][CH:24]=2)=[C:9]1[CH3:27])[C:2]1[CH:7]=[CH:6][CH:5]=[CH:4][CH:3]=1.[CH:28]([N:31](CC)C(C)C)(C)C.CS(Cl)(=O)=O.[C-]#N.[Na+].